This data is from Drug-target binding data from BindingDB using Kd measurements. The task is: Regression. Given a target protein amino acid sequence and a drug SMILES string, predict the binding affinity score between them. We predict pKd (pKd = -log10(Kd in M); higher means stronger binding). Dataset: bindingdb_kd. (1) The small molecule is NC(=O)c1ccc2ccccc2c1. The target protein sequence is MPIHNLNHVNMFLQVIASGSISSAARILRKSHTAVSSAVSNLEIDLCVELVRRDGYKVEPTEQALRLIPYMRSLLNYQQLIGDIAFNLNKGPRNLRVLLDTAIPPSFCDTVSSVLLDDFNMVSLIRTSPADSLATIKQDNAEIDIAITIDEELKISRFNQCVLGYTKAFVVAHPQHPLCNASLHSIASLANYRQISLGSRSGQHSNLLRPVSDKVLFVENFDDMLRLVEAGVGWGIAPHYFVEERLRNGTLAVLSELYEPGGIDTKVYCYYNTALESERSFLRFLESARQRLRELGRQRFDDAPAWQPSIVETAQRRSGPKALAYRQRAAPE. The pKd is 5.7. (2) The drug is CC(C)(C)c1cnc(CSc2cnc(NC(=O)C3CCNCC3)s2)o1. The target protein (Q13523) has sequence MAAAETQSLREQPEMEDANSEKSINEENGEVSEDQSQNKHSRHKKKKHKHRSKHKKHKHSSEEDKDKKHKHKHKHKKHKRKEIIDASDKEGMSPAKRTKLDDLALLEDLEKQRALIKAELDNELMEGKVQSGMGLILQGYESGSEEEGEIHEKARNGNRSSTRSSSTKGKLELVDNKITTKKRSKSRSKERTRHRSDKKKSKGGIEIVKEKTTRSKSKERKKSKSPSKRSKSQDQARKSKSPTLRRRSQEKIGKARSPTDDKVKIEDKSKSKDRKKSPIINESRSRDRGKKSRSPVDLRGKSKDRRSRSKERKSKRSETDKEKKPIKSPSKDASSGKENRSPSRRPGRSPKRRSLSPKPRDKSRRSRSPLLNDRRSKQSKSPSRTLSPGRRAKSRSLERKRREPERRRLSSPRTRPRDDILSRRERSKDASPINRWSPTRRRSRSPIRRRSRSPLRRSRSPRRRSRSPRRRDRGRRSRSRLRRRSRSRGGRRRRSRSKVK.... The pKd is 5.0. (3) The drug is Cc1c(CCO)sc[n+]1Cc1c(C(F)(F)F)cc(C(F)(F)F)nc1N. The target protein (P29401) has sequence MESYHKPDQQKLQALKDTANRLRISSIQATTAAGSGHPTSCCSAAEIMAVLFFHTMRYKSQDPRNPHNDRFVLSKGHAAPILYAVWAEAGFLAEAELLNLRKISSDLDGHPVPKQAFTDVATGSLGQGLGAACGMAYTGKYFDKASYRVYCLLGDGELSEGSVWEAMAFASIYKLDNLVAILDINRLGQSDPAPLQHQMDIYQKRCEAFGWHAIIVDGHSVEELCKAFGQAKHQPTAIIAKTFKGRGITGVEDKESWHGKPLPKNMAEQIIQEIYSQIQSKKKILATPPQEDAPSVDIANIRMPSLPSYKVGDKIATRKAYGQALAKLGHASDRIIALDGDTKNSTFSEIFKKEHPDRFIECYIAEQNMVSIAVGCATRNRTVPFCSTFAAFFTRAFDQIRMAAISESNINLCGSHCGVSIGEDGPSQMALEDLAMFRSVPTSTVFYPSDGVATEKAVELAANTKGICFIRTSRPENAIIYNNNEDFQVGQAKVVLKSKD.... The pKd is 5.8. (4) The compound is C=C[C@@]1(C)CC(=O)[C@@]2(O)[C@](C)(O1)[C@@H](OC(C)=O)[C@@H](O)[C@H]1C(C)(C)CC[C@H](O)[C@@]12C. The target protein (P19754) has sequence MAGAPRGRGGGGGGGGAGESGGAERAAGPGGRRGLRACDEEFACPELEALFRGYTLRLEQAATLKALAVLSLLAGALALAELLGAPGPAPGLAKGSHPVHCVLFLALLVVTNVRSLQVPQLQQVGQLALLFSLTFALLCCPFALGGPAGAHAGAAAVPATADQGVWQLLLVTFVSYALLPVRSLLAIGFGLVVAASHLLVTATLVPAKRPRLWRTLGANALLFLGVNVYGIFVRILAERAQRKAFLQARNCIEDRLRLEDENEKQERLLMSLLPRNVAMEMKEDFLKPPERIFHKIYIQRHDNVSILFADIVGFTGLASQCTAQELVKLLNELFGKFDELATENHCRRIKILGDCYYCVSGLTQPKTDHAHCCVEMGLDMIDTITSVAEATEVDLNMRVGLHTGRVLCGVLGLRKWQYDVWSNDVTLANVMEAAGLPGKVHITKTTLACLNGDYEVEPGHGHERNSFLKTHNIETFFIVPSHRRKIFPGLILSDIKPAKR.... The pKd is 7.5. (5) The small molecule is O=c1c(O)c(-c2ccc(O)c(O)c2)oc2cc(O)cc(O)c12. The target protein sequence is MSKSESPKEPEQLRKLFIGGLSFETTDESLRSHFEQWGTLTDCVVMRDPNTKRSRGFGFVTYATVEEVDAAMNARPHKVDGRVVEPKRAVSREDSQRPGAHLTVKKIFVGGIKEDTEEHHLRDYFEQYGKIEVIEIMTDRGSGKKRGFAFVTFDDHDSVDKIVIQKYHTVNGHNCEVRKALSKQEMASASSSQRGRSGSGNFGGGRGGGFGGNDNFGRGGNFSGRGGFGGSRGGGGYGGSGDGYNGFGNDGSNFGGGGSYNDFGNYNNQSSNFGPMKGGNFGGRSSGPYGGGGQYFAKPRNQGGYGGSSSSSSYGSGRRF. The pKd is 5.0. (6) The small molecule is O=C1C(c2ccc(Cl)cc2)=C(c2c[nH]c3cc(Cl)ccc23)C(O)N1Cc1ccc(Cl)cc1. The target protein sequence is MCNTNMSVPTDGAVTTSQIPASEQETLVRPKPLLLKLLKSVGAQKDWYTMKEVLFYLGQYIMTKRLYDEKQQHIVYCSNDLLGDLFGVPSFSVKEHRKIYTMIYRNLVVVNQQESSDS. The pKd is 4.6. (7) The drug is Cc1ccc(NC(=O)c2ccc(CN3CCN(C)CC3)cc2)cc1Nc1nccc(-c2cccnc2)n1. The target protein sequence is HHSTVADGLITTLHYPAPKRNKPTVYGVSPNYDKWEMERTDITMKHKLGGGQYGEVYEGVWKKYSLTVAVKTLKEDTMEVEEFLKEAAVMKEIKHPNLVQLLGVCTREPPFYIITEFMTYGNLLDYLRECNRQEVNAVVLLYMATQISSAMEYLEKKNFIHRDLAARNCLVGENHLVKVADFGLSRLMTGDTYTAPAGAKFPIKWTAPESLAYNKFSIKSDVWAFGVLLWEIATYGMSPYPGIDLSQVYELLEKDYRMERPEGCPEKVYELMRACWQWNPSDRPSFAEIHQAFETMFQES. The pKd is 7.2. (8) The small molecule is CNC(=S)N[C@@H]1[C@@H](O)[C@H](O[C@@H]2[C@@H](CO)O[C@@H](OC)[C@H](NC(C)=O)[C@H]2O)O[C@H](CO)[C@@H]1O. The target protein (O00214) has sequence MMLSLNNLQNIIYNPVIPFVGTIPDQLDPGTLIVIRGHVPSDADRFQVDLQNGSSMKPRADVAFHFNPRFKRAGCIVCNTLINEKWGREEITYDTPFKREKSFEIVIMVLKDKFQVAVNGKHTLLYGHRIGPEKIDTLGIYGKVNIHSIGFSFSSDLQSTQASSLELTEISRENVPKSGTPQLRLPFAARLNTPMGPGRTVVVKGEVNANAKSFNVDLLAGKSKDIALHLNPRLNIKAFVRNSFLQESWGEEERNITSFPFSPGMYFEMIIYCDVREFKVAVNGVHSLEYKHRFKELSSIDTLEINGDIHLLEVRSW. The pKd is 2.5. (9) The target protein sequence is MDQQVKQERLQGRLEPEIKEFRQERKTLQLATVDAQGRPNVSYAPFVQNQEGYFVLISHIARHARNLEVNPQVSIMMIEDETEAKQLFARKRLTFDAVASMVERDSELWCQVIAQMGERFGEIIDGLSQLQNFMLFRLQPEHGLFVKGFGQAYQVSGDDLVDFVHLEEGHRKISNG. The small molecule is C=CC1=C(C)c2cc3[n-]c(cc4nc(cc5[n-]c(cc1n2)c(C)c5CCC(=O)O)C(CCC(=O)O)=C4C)c(C)c3C=C. The pKd is 6.8.